From a dataset of Forward reaction prediction with 1.9M reactions from USPTO patents (1976-2016). Predict the product of the given reaction. (1) Given the reactants [BH4-].[Na+].[CH2:3]([O:10][C:11]1[CH:12]=[CH:13][C:14]([Br:24])=[C:15]([CH:17]=[C:18]([C:22]#[N:23])[C:19]([OH:21])=[O:20])[CH:16]=1)[C:4]1[CH:9]=[CH:8][CH:7]=[CH:6][CH:5]=1, predict the reaction product. The product is: [CH2:3]([O:10][C:11]1[CH:12]=[CH:13][C:14]([Br:24])=[C:15]([CH2:17][CH:18]([C:22]#[N:23])[C:19]([OH:21])=[O:20])[CH:16]=1)[C:4]1[CH:5]=[CH:6][CH:7]=[CH:8][CH:9]=1. (2) Given the reactants N[C:2]1[CH:7]=[C:6]([C:8]([F:11])([F:10])[F:9])[CH:5]=[CH:4][C:3]=1[S:12]([NH:15][C:16]1[CH:17]=[CH:18][CH:19]=[C:20]2[C:25]=1[N:24]=[CH:23][CH:22]=[C:21]2[O:26][CH3:27])(=[O:14])=[O:13].C(ON=O)(C)(C)C, predict the reaction product. The product is: [CH3:27][O:26][C:21]1[C:20]2[C:25](=[C:16]3[C:17](=[CH:18][CH:19]=2)[C:2]2[C:3](=[CH:4][CH:5]=[C:6]([C:8]([F:9])([F:10])[F:11])[CH:7]=2)[S:12](=[O:14])(=[O:13])[NH:15]3)[N:24]=[CH:23][CH:22]=1. (3) Given the reactants [F:1][CH:2]([F:21])[C@H:3]1[CH2:8][C@@H:7]([C:9](=[O:16])[CH2:10][C:11](OCC)=[O:12])[CH2:6][CH2:5][N:4]1[C:17]([O:19][CH3:20])=[O:18].[OH-].[Na+].[NH2:24]O.Cl, predict the reaction product. The product is: [F:1][CH:2]([F:21])[C@H:3]1[CH2:8][C@@H:7]([C:9]2[O:16][NH:24][C:11](=[O:12])[CH:10]=2)[CH2:6][CH2:5][N:4]1[C:17]([O:19][CH3:20])=[O:18]. (4) The product is: [O:9]1[C:13]2[CH:14]=[CH:15][C:16]([C:18]3[S:19][CH:20]=[C:21]([C:23]([NH:8][C:5]4[N:4]=[C:3]([O:2][CH3:1])[S:7][N:6]=4)=[O:24])[N:22]=3)=[CH:17][C:12]=2[CH2:11][CH2:10]1. Given the reactants [CH3:1][O:2][C:3]1[S:7][N:6]=[C:5]([NH2:8])[N:4]=1.[O:9]1[C:13]2[CH:14]=[CH:15][C:16]([C:18]3[S:19][CH:20]=[C:21]([C:23](O)=[O:24])[N:22]=3)=[CH:17][C:12]=2[CH2:11][CH2:10]1.CN(C(ON1N=NC2C=CC=CC1=2)=[N+](C)C)C.F[P-](F)(F)(F)(F)F.CCN(C(C)C)C(C)C, predict the reaction product. (5) Given the reactants Cl.[NH2:2][CH2:3][C:4]([O:6][CH3:7])=[O:5].C(N(CC)CC)C.Cl.CN(C)CCCN=C=NCC.[Cl:27][C:28]1[CH:29]=[C:30]([C:36]2([C:54]([F:57])([F:56])[F:55])[CH2:40][C:39]([C:41]3[CH:49]=[CH:48][C:44]([C:45](O)=[O:46])=[C:43]([C:50]([F:53])([F:52])[F:51])[CH:42]=3)=[N:38][CH2:37]2)[CH:31]=[C:32]([Cl:35])[C:33]=1[Cl:34], predict the reaction product. The product is: [Cl:27][C:28]1[CH:29]=[C:30]([C:36]2([C:54]([F:55])([F:57])[F:56])[CH2:40][C:39]([C:41]3[CH:49]=[CH:48][C:44]([C:45]([NH:2][CH2:3][C:4]([O:6][CH3:7])=[O:5])=[O:46])=[C:43]([C:50]([F:51])([F:52])[F:53])[CH:42]=3)=[N:38][CH2:37]2)[CH:31]=[C:32]([Cl:35])[C:33]=1[Cl:34]. (6) The product is: [CH2:9]([O:16][C:17](=[O:24])[CH2:18][NH:19][C:20](=[O:23])[CH2:21][NH:22][C:38](=[O:39])[CH2:25][CH2:26][CH2:27][CH2:28][CH2:29][CH2:30][CH2:31][CH2:32][CH2:33][CH2:34][CH2:35][CH2:36][CH3:37])[C:10]1[CH:11]=[CH:12][CH:13]=[CH:14][CH:15]=1. Given the reactants C(N(CC)CC)C.Cl.[CH2:9]([O:16][C:17](=[O:24])[CH2:18][NH:19][C:20](=[O:23])[CH2:21][NH2:22])[C:10]1[CH:15]=[CH:14][CH:13]=[CH:12][CH:11]=1.[CH2:25]([C:38](O)=[O:39])[CH2:26][CH2:27][CH2:28][CH2:29][CH2:30][CH2:31][CH2:32][CH2:33][CH2:34][CH2:35][CH2:36][CH3:37].Cl.C(N=C=NCCCN(C)C)C, predict the reaction product. (7) Given the reactants FC(F)(F)C([N:5]1[CH2:14][CH2:13][C:12]2[C:7](=[CH:8][CH:9]=[C:10]([CH2:15][CH2:16][CH2:17][CH2:18][CH2:19][CH2:20][CH2:21][CH3:22])[CH:11]=2)[CH2:6]1)=O.C([O-])([O-])=O.[K+].[K+], predict the reaction product. The product is: [CH2:15]([C:10]1[CH:11]=[C:12]2[C:7](=[CH:8][CH:9]=1)[CH2:6][NH:5][CH2:14][CH2:13]2)[CH2:16][CH2:17][CH2:18][CH2:19][CH2:20][CH2:21][CH3:22]. (8) Given the reactants C([Li])(CC)C.C1CCCCC1.CCCCCC.[CH2:18]([O:25][C:26]1[CH:27]=[C:28]([CH:36]=[CH:37][C:38]=1[O:39][CH3:40])[C:29]([N:31]([CH2:34][CH3:35])[CH2:32][CH3:33])=[O:30])[C:19]1[CH:24]=[CH:23][CH:22]=[CH:21][CH:20]=1.CN(C)CCN(C)C.CN([CH:52]=[O:53])C, predict the reaction product. The product is: [CH2:18]([O:25][C:26]1[C:27]([CH:52]=[O:53])=[C:28]([CH:36]=[CH:37][C:38]=1[O:39][CH3:40])[C:29]([N:31]([CH2:32][CH3:33])[CH2:34][CH3:35])=[O:30])[C:19]1[CH:20]=[CH:21][CH:22]=[CH:23][CH:24]=1.